Dataset: NCI-60 drug combinations with 297,098 pairs across 59 cell lines. Task: Regression. Given two drug SMILES strings and cell line genomic features, predict the synergy score measuring deviation from expected non-interaction effect. Drug 1: COC1=NC(=NC2=C1N=CN2C3C(C(C(O3)CO)O)O)N. Drug 2: CC=C1C(=O)NC(C(=O)OC2CC(=O)NC(C(=O)NC(CSSCCC=C2)C(=O)N1)C(C)C)C(C)C. Cell line: UACC62. Synergy scores: CSS=71.1, Synergy_ZIP=-5.21, Synergy_Bliss=-7.82, Synergy_Loewe=-62.6, Synergy_HSA=-7.33.